From a dataset of Forward reaction prediction with 1.9M reactions from USPTO patents (1976-2016). Predict the product of the given reaction. (1) Given the reactants N#N.[CH3:3][O:4][C:5]([C:7]1[N:8]=[CH:9][O:10][C:11]=1[C:12]1[CH:17]=[CH:16][CH:15]=[C:14]([C:18](O)=[O:19])[CH:13]=1)=[O:6].CO, predict the reaction product. The product is: [CH3:3][O:4][C:5]([C:7]1[N:8]=[CH:9][O:10][C:11]=1[C:12]1[CH:17]=[CH:16][CH:15]=[C:14]([CH2:18][OH:19])[CH:13]=1)=[O:6]. (2) Given the reactants SC1C=C(C=CC=1)C(OC)=O.[N:12]1C(C)=[CH:16][CH:15]=[CH:14][C:13]=1C.C1N2CCN(CC2)C1.[NH2:28][NH2:29].[C:30](O)([C:32](F)(F)F)=[O:31], predict the reaction product. The product is: [N:12]1[CH:13]=[CH:14][CH:15]=[CH:16][C:32]=1[C:30]([NH:28][NH2:29])=[O:31].